This data is from Forward reaction prediction with 1.9M reactions from USPTO patents (1976-2016). The task is: Predict the product of the given reaction. (1) Given the reactants B(F)(F)F.CCOCC.[I:10][C:11]1[CH:16]=[CH:15][C:14]([CH2:17][C:18]([N:20]2[CH2:25][CH2:24][O:23][CH2:22][CH2:21]2)=O)=[CH:13][CH:12]=1.[BH4-].[Na+], predict the reaction product. The product is: [I:10][C:11]1[CH:16]=[CH:15][C:14]([CH2:17][CH2:18][N:20]2[CH2:21][CH2:22][O:23][CH2:24][CH2:25]2)=[CH:13][CH:12]=1. (2) The product is: [Cl:21][C:22]1[CH:34]=[CH:33][C:25]2[NH:26][C:27]([S:29]([CH3:32])(=[O:31])=[O:30])=[N:28][C:24]=2[C:23]=1[NH:35][C:36]([C:37]1[O:15][CH:40]=[CH:39][CH:38]=1)=[O:43]. Given the reactants ClC1C=CC2NC(SC)=NC=2C=1NC(C1OC=CC=1)=[O:15].[Cl:21][C:22]1[CH:34]=[CH:33][C:25]2[NH:26][C:27]([S:29]([CH3:32])(=[O:31])=[O:30])=[N:28][C:24]=2[C:23]=1[NH:35][C:36](=[O:43])[C:37]1C=C[CH:40]=[CH:39][CH:38]=1, predict the reaction product. (3) Given the reactants [O:1]1CCO[CH:2]1[C:6]1[C:11]([NH:12][CH:13]2[CH2:18][CH2:17][N:16]([CH:19]([CH3:21])[CH3:20])[CH2:15][CH2:14]2)=[CH:10][CH:9]=[CH:8][N:7]=1.[ClH:22], predict the reaction product. The product is: [ClH:22].[ClH:22].[CH:19]([N:16]1[CH2:17][CH2:18][CH:13]([NH:12][C:11]2[C:6]([CH:2]=[O:1])=[N:7][CH:8]=[CH:9][CH:10]=2)[CH2:14][CH2:15]1)([CH3:21])[CH3:20]. (4) Given the reactants [CH2:1]([C:3]1[N:13]([CH2:14][C:15]2[CH:20]=[CH:19][C:18](/[CH:21]=[CH:22]/[CH2:23]O)=[CH:17][CH:16]=2)[C:6]2=[N:7][C:8]([CH3:12])=[CH:9][C:10]([CH3:11])=[C:5]2[N:4]=1)[CH3:2].[CH3:25][N:26]([CH3:36])[C:27](=[O:35])[CH2:28][N:29]1[CH2:34][CH2:33][NH:32][CH2:31][CH2:30]1, predict the reaction product. The product is: [CH2:1]([C:3]1[N:13]([CH2:14][C:15]2[CH:16]=[CH:17][C:18](/[CH:21]=[CH:22]/[CH2:23][N:32]3[CH2:31][CH2:30][N:29]([CH2:28][C:27]([N:26]([CH3:36])[CH3:25])=[O:35])[CH2:34][CH2:33]3)=[CH:19][CH:20]=2)[C:6]2=[N:7][C:8]([CH3:12])=[CH:9][C:10]([CH3:11])=[C:5]2[N:4]=1)[CH3:2]. (5) Given the reactants [C:1]([OH:10])(=O)[C:2]1[C:3](=[CH:5][CH:6]=[CH:7][CH:8]=1)[OH:4].[Cl:11][C:12]1[CH:18]=[C:17]([N+:19]([O-:21])=[O:20])[CH:16]=[CH:15][C:13]=1[NH2:14].P(Cl)(Cl)Cl.ClCCl, predict the reaction product. The product is: [Cl:11][C:12]1[CH:18]=[C:17]([N+:19]([O-:21])=[O:20])[CH:16]=[CH:15][C:13]=1[NH:14][C:1](=[O:10])[C:2]1[CH:8]=[CH:7][CH:6]=[CH:5][C:3]=1[OH:4]. (6) Given the reactants [CH2:1]([N:3]1[C:7]([C:8]([OH:10])=O)=[CH:6][C:5]([CH3:11])=[N:4]1)[CH3:2].O1CCCC1.S(Cl)(Cl)=O.[NH2:21][C:22]1[CH:23]=[C:24]([CH:41]=[CH:42][C:43]=1[Cl:44])[O:25][C:26]1[CH:27]=[CH:28][C:29]2[N:30]([N:32]=[C:33]([NH:35][C:36]([CH:38]3[CH2:40][CH2:39]3)=[O:37])[N:34]=2)[CH:31]=1, predict the reaction product. The product is: [Cl:44][C:43]1[CH:42]=[CH:41][C:24]([O:25][C:26]2[CH:27]=[CH:28][C:29]3[N:30]([N:32]=[C:33]([NH:35][C:36]([CH:38]4[CH2:40][CH2:39]4)=[O:37])[N:34]=3)[CH:31]=2)=[CH:23][C:22]=1[NH:21][C:8]([C:7]1[N:3]([CH2:1][CH3:2])[N:4]=[C:5]([CH3:11])[CH:6]=1)=[O:10]. (7) Given the reactants Br[C:2]1[CH:7]=[CH:6][CH:5]=[CH:4][C:3]=1[CH2:8][C:9]([O:11][CH2:12][CH3:13])=[O:10].[F:14][C:15]1[CH:20]=[CH:19][CH:18]=[CH:17][C:16]=1B(O)O.C(=O)([O-])[O-].[K+].[K+].O, predict the reaction product. The product is: [F:14][C:15]1[CH:20]=[CH:19][CH:18]=[CH:17][C:16]=1[C:2]1[CH:7]=[CH:6][CH:5]=[CH:4][C:3]=1[CH2:8][C:9]([O:11][CH2:12][CH3:13])=[O:10].